From a dataset of Forward reaction prediction with 1.9M reactions from USPTO patents (1976-2016). Predict the product of the given reaction. (1) Given the reactants O.C(O)(=O)CC(CC(O)=O)(C(O)=O)O.C(=O)([O-])[O-].[K+].[K+].[CH3:21][C:22]1[CH:23]=[C:24]([CH:30]=[CH:31][C:32]=1[CH2:33][CH2:34][S:35][Si](C1C=CC=CC=1)(C1C=CC=CC=1)C1C=CC=CC=1)[C:25]([N:27]([CH3:29])[CH3:28])=[O:26], predict the reaction product. The product is: [SH:35][CH2:34][CH2:33][C:32]1[CH:31]=[CH:30][C:24]([C:25]([N:27]([CH3:28])[CH3:29])=[O:26])=[CH:23][C:22]=1[CH3:21]. (2) Given the reactants OC[C@@H](NC(C1C=NC(N2CCCC2)=C(OCCC)N=1)=O)CC(C)C.[CH2:26]([NH:30][C:31]1[N:32]=[CH:33][C:34]([C:43]([OH:45])=O)=[N:35][C:36]=1[O:37][CH2:38][C:39]([F:42])([F:41])[F:40])[CH2:27][CH2:28][CH3:29].[CH3:46][O:47][C:48](=[O:55])[C:49]([NH2:54])([CH2:52][CH3:53])[CH2:50][CH3:51], predict the reaction product. The product is: [CH3:46][O:47][C:48](=[O:55])[C:49]([NH:54][C:43]([C:34]1[CH:33]=[N:32][C:31]([NH:30][CH2:26][CH2:27][CH2:28][CH3:29])=[C:36]([O:37][CH2:38][C:39]([F:40])([F:41])[F:42])[N:35]=1)=[O:45])([CH2:52][CH3:53])[CH2:50][CH3:51]. (3) Given the reactants [NH2:1][C:2]1[NH:7][C:6](=[O:8])[C:5]([C:9]#[N:10])=[C:4]([C:11]2[CH:16]=[CH:15][C:14]([O:17][CH2:18][CH2:19][OH:20])=[CH:13][CH:12]=2)[C:3]=1[C:21]#[N:22].Cl[CH2:24][C:25]1[N:26]=[C:27]([C:31]2[CH:36]=[CH:35][C:34]([F:37])=[CH:33][CH:32]=2)[O:28][C:29]=1[CH3:30].C(=O)([O-])[O-].[K+].[K+], predict the reaction product. The product is: [NH2:1][C:2]1[C:3]([C:21]#[N:22])=[C:4]([C:11]2[CH:16]=[CH:15][C:14]([O:17][CH2:18][CH2:19][OH:20])=[CH:13][CH:12]=2)[C:5]([C:9]#[N:10])=[C:6]([O:8][CH2:24][C:25]2[N:26]=[C:27]([C:31]3[CH:36]=[CH:35][C:34]([F:37])=[CH:33][CH:32]=3)[O:28][C:29]=2[CH3:30])[N:7]=1. (4) The product is: [F:21][CH:13]1[CH2:12][NH:11][CH2:20][CH2:19][C:14]21[O:18][CH2:17][CH2:16][O:15]2. Given the reactants C(OC([N:11]1[CH2:20][CH2:19][C:14]2([O:18][CH2:17][CH2:16][O:15]2)[CH:13]([F:21])[CH2:12]1)=O)C1C=CC=CC=1, predict the reaction product. (5) Given the reactants [Cl:1][C:2]1[CH:11]=[C:10]2[C:5]([C:6](=[O:15])[CH:7]=[C:8]([C:12]([OH:14])=O)[NH:9]2)=[CH:4][C:3]=1[F:16].[O:17]1[C:21]2[CH:22]=[CH:23][C:24]([CH2:26][N:27]3[CH2:32][CH2:31][CH:30]([NH2:33])[CH2:29][CH2:28]3)=[CH:25][C:20]=2[O:19][CH2:18]1.CCN=C=NCCCN(C)C.C1C=CC2N(O)N=NC=2C=1.CN1CCOCC1, predict the reaction product. The product is: [O:17]1[C:21]2[CH:22]=[CH:23][C:24]([CH2:26][N:27]3[CH2:32][CH2:31][CH:30]([NH:33][C:12]([C:8]4[NH:9][C:10]5[C:5]([C:6](=[O:15])[CH:7]=4)=[CH:4][C:3]([F:16])=[C:2]([Cl:1])[CH:11]=5)=[O:14])[CH2:29][CH2:28]3)=[CH:25][C:20]=2[O:19][CH2:18]1.